This data is from Forward reaction prediction with 1.9M reactions from USPTO patents (1976-2016). The task is: Predict the product of the given reaction. (1) The product is: [ClH:19].[CH2:1]([O:3][C:4](=[O:18])[CH:5]([C:6]1[CH:11]=[CH:10][C:9]([O:12][CH3:13])=[C:8]([O:14][CH3:15])[CH:7]=1)[CH2:16][NH2:17])[CH3:2]. Given the reactants [CH2:1]([O:3][C:4](=[O:18])[CH:5]([C:16]#[N:17])[C:6]1[CH:11]=[CH:10][C:9]([O:12][CH3:13])=[C:8]([O:14][CH3:15])[CH:7]=1)[CH3:2].[ClH:19], predict the reaction product. (2) Given the reactants Br[C:2]1[CH:3]=[CH:4][CH:5]=[C:6]2[C:10]=1[NH:9][C:8]([C:11]([O:13]CC)=[O:12])=[C:7]2[CH2:16][CH2:17][CH2:18][O:19][C:20]1[CH:25]=[C:24]([CH3:26])[C:23]([Cl:27])=[C:22]([CH3:28])[CH:21]=1.[CH3:29][C:30]1[C:34](B2OC(C)(C)C(C)(C)O2)=[C:33]([CH3:44])[NH:32][N:31]=1.C([O-])([O-])=O.[Na+].[Na+].[Li+].[OH-].Cl, predict the reaction product. The product is: [Cl:27][C:23]1[C:22]([CH3:28])=[CH:21][C:20]([O:19][CH2:18][CH2:17][CH2:16][C:7]2[C:6]3[C:10](=[C:2]([C:34]4[C:30]([CH3:29])=[N:31][NH:32][C:33]=4[CH3:44])[CH:3]=[CH:4][CH:5]=3)[NH:9][C:8]=2[C:11]([OH:13])=[O:12])=[CH:25][C:24]=1[CH3:26].